From a dataset of Reaction yield outcomes from USPTO patents with 853,638 reactions. Predict the reaction yield, written as a fraction of the theoretical maximum amount of product (1.0 means a 100% yield; for example, 0.34 means a 34% yield). (1) The reactants are [F:1][C:2]1[CH:7]=[CH:6][C:5]([C:8]2[C:12]([CH2:13][O:14][C:15]3[CH:23]=[CH:22][C:18]([C:19]([OH:21])=O)=[CH:17][N:16]=3)=[C:11]([CH3:24])[O:10][N:9]=2)=[CH:4][CH:3]=1.[CH:25]1([NH2:28])[CH2:27][CH2:26]1. No catalyst specified. The product is [CH:25]1([NH:28][C:19](=[O:21])[C:18]2[CH:22]=[CH:23][C:15]([O:14][CH2:13][C:12]3[C:8]([C:5]4[CH:4]=[CH:3][C:2]([F:1])=[CH:7][CH:6]=4)=[N:9][O:10][C:11]=3[CH3:24])=[N:16][CH:17]=2)[CH2:27][CH2:26]1. The yield is 0.430. (2) The reactants are [CH:1]1([CH:6]([N:10]2[CH:14]=[C:13]([C:15]3[C:16]4[CH:23]=[CH:22][N:21](COCC[Si](C)(C)C)[C:17]=4[N:18]=[CH:19][N:20]=3)[CH:12]=[N:11]2)[CH2:7][CH:8]=[CH2:9])[CH2:5][CH2:4][CH2:3][CH2:2]1.[C:32]([OH:38])([C:34]([F:37])([F:36])[F:35])=[O:33]. The catalyst is C(Cl)Cl. The product is [F:35][C:34]([F:37])([F:36])[C:32]([OH:38])=[O:33].[CH:1]1([CH:6]([N:10]2[CH:14]=[C:13]([C:15]3[C:16]4[CH:23]=[CH:22][NH:21][C:17]=4[N:18]=[CH:19][N:20]=3)[CH:12]=[N:11]2)[CH2:7][CH:8]=[CH2:9])[CH2:5][CH2:4][CH2:3][CH2:2]1. The yield is 0.800. (3) The reactants are [CH2:1]([S:3][C:4]1[C:9]([C:10]([OH:12])=O)=[C:8]([CH3:13])[CH:7]=[C:6]([N:14]2[CH2:19][CH2:18][O:17][CH2:16][CH2:15]2)[N:5]=1)[CH3:2].[F:20][C:21]1[CH:22]=[C:23]([CH:26]=[C:27]([F:29])[CH:28]=1)[CH2:24][NH2:25].CN(C(ON1N=NC2C=CC=NC1=2)=[N+](C)C)C.F[P-](F)(F)(F)(F)F.CCN(CC)CC. The catalyst is C1COCC1.CCOC(C)=O. The product is [F:20][C:21]1[CH:22]=[C:23]([CH2:24][NH:25][C:10]([C:9]2[C:4]([S:3][CH2:1][CH3:2])=[N:5][C:6]([N:14]3[CH2:19][CH2:18][O:17][CH2:16][CH2:15]3)=[CH:7][C:8]=2[CH3:13])=[O:12])[CH:26]=[C:27]([F:29])[CH:28]=1. The yield is 0.520. (4) The reactants are [O:1]=[C:2]1[N:7]([CH2:8][C:9]([OH:11])=O)[N:6]=[N:5][C:4]2[CH:12]=[CH:13][CH:14]=[CH:15][C:3]1=2.[Cl:16][C:17]1[CH:22]=[CH:21][C:20]([C@@H:23]([NH2:25])[CH3:24])=[CH:19][CH:18]=1. No catalyst specified. The product is [Cl:16][C:17]1[CH:22]=[CH:21][C:20]([C@@H:23]([NH:25][C:9](=[O:11])[CH2:8][N:7]2[C:2](=[O:1])[C:3]3[CH:15]=[CH:14][CH:13]=[CH:12][C:4]=3[N:5]=[N:6]2)[CH3:24])=[CH:19][CH:18]=1. The yield is 0.400. (5) The reactants are [F:1][C:2]([F:15])([F:14])[S:3]([O:6]S(C(F)(F)F)(=O)=O)(=[O:5])=[O:4].O[C:17]1[C:18]([C:27]([O:29][CH3:30])=[O:28])=[CH:19][C:20]2[C:25]([CH:26]=1)=[CH:24][CH:23]=[CH:22][CH:21]=2.C(N(CC)CC)C.O. The catalyst is ClCCl. The product is [F:1][C:2]([F:15])([F:14])[S:3]([O:6][C:17]1[C:18]([C:27]([O:29][CH3:30])=[O:28])=[CH:19][C:20]2[C:25]([CH:26]=1)=[CH:24][CH:23]=[CH:22][CH:21]=2)(=[O:5])=[O:4]. The yield is 0.950. (6) The reactants are O[CH2:2][C:3]1[CH:12]=[N:11][C:10]2[N:9]3[CH2:13][CH2:14][CH2:15][C@H:8]3[C:7](=[O:16])[NH:6][C:5]=2[CH:4]=1.Cl.[CH2:18]([NH:20][C:21](=[O:35])[C:22]1[CH:27]=[CH:26][C:25]([N:28]2[CH2:33][CH2:32][NH:31][CH2:30][CH2:29]2)=[C:24]([F:34])[CH:23]=1)[CH3:19].[I-].C(C[P+](C)(C)C)#N.C(N(CC)C(C)C)(C)C. The catalyst is C(#N)CC. The product is [CH2:18]([NH:20][C:21](=[O:35])[C:22]1[CH:27]=[CH:26][C:25]([N:28]2[CH2:33][CH2:32][N:31]([CH2:2][C:3]3[CH:12]=[N:11][C:10]4[N:9]5[CH2:13][CH2:14][CH2:15][C@H:8]5[C:7](=[O:16])[NH:6][C:5]=4[CH:4]=3)[CH2:30][CH2:29]2)=[C:24]([F:34])[CH:23]=1)[CH3:19]. The yield is 0.399. (7) The yield is 0.970. The reactants are [Cl:1][C:2]1[CH:9]=[C:8]([Cl:10])[CH:7]=[C:6]([OH:11])[C:3]=1[CH:4]=[O:5].[C:12](=O)([O-])[O-].[K+].[K+].IC. The product is [Cl:1][C:2]1[CH:9]=[C:8]([Cl:10])[CH:7]=[C:6]([O:11][CH3:12])[C:3]=1[CH:4]=[O:5]. The catalyst is CN(C)C=O.O.